The task is: Predict hERG channel inhibition at various concentrations.. This data is from hERG Central: cardiac toxicity at 1µM, 10µM, and general inhibition. (1) The drug is CCc1ccc(NC(=S)N(CCN2CCCCC2)Cc2ccco2)cc1. Results: hERG_inhib (hERG inhibition (general)): blocker. (2) The drug is CC1(c2ccc(Cl)cc2)NC(=O)N(CC(=O)N2CCN(S(=O)(=O)c3ccccc3)CC2)C1=O. Results: hERG_inhib (hERG inhibition (general)): blocker. (3) The molecule is CC1CCN(S(=O)(=O)c2ccc(NC(=O)CN3CCN(c4ccccc4)CC3)cc2)CC1. Results: hERG_inhib (hERG inhibition (general)): blocker. (4) The compound is COc1ccc(NC(=O)CN(C)C(=O)c2ccc(N3CCCCC3)c([N+](=O)[O-])c2)cc1. Results: hERG_inhib (hERG inhibition (general)): blocker. (5) The compound is Cc1c(Cl)c(C(=O)Nc2nc3ccccc3n2CCN2CCCCC2)nn1C. Results: hERG_inhib (hERG inhibition (general)): blocker. (6) Results: hERG_inhib (hERG inhibition (general)): blocker. The molecule is Cc1oc(-c2cccc(Cl)c2)nc1CN1CCC(C(=O)NCc2cccnc2)CC1.